Dataset: Catalyst prediction with 721,799 reactions and 888 catalyst types from USPTO. Task: Predict which catalyst facilitates the given reaction. (1) Reactant: OC(C(F)(F)F)=O.[F:8][C:9]1[CH:35]=[C:34]([F:36])[CH:33]=[CH:32][C:10]=1[O:11][CH:12]1[CH2:17][CH2:16][N:15]([C:18]2[N:19]=[C:20]3[CH2:31][CH2:30][NH:29][CH2:28][C:21]3=[N:22][C:23]=2[NH:24][CH:25]([CH3:27])[CH3:26])[CH2:14][CH2:13]1.C(N(CC)CC)C.[O:44]1[C:48]([C:49](Cl)=[O:50])=[CH:47][CH:46]=[N:45]1. Product: [F:8][C:9]1[CH:35]=[C:34]([F:36])[CH:33]=[CH:32][C:10]=1[O:11][CH:12]1[CH2:13][CH2:14][N:15]([C:18]2[N:19]=[C:20]3[CH2:31][CH2:30][N:29]([C:49]([C:48]4[O:44][N:45]=[CH:46][CH:47]=4)=[O:50])[CH2:28][C:21]3=[N:22][C:23]=2[NH:24][CH:25]([CH3:27])[CH3:26])[CH2:16][CH2:17]1. The catalyst class is: 2. (2) The catalyst class is: 2. Reactant: [NH2:1][CH2:2][CH2:3][CH2:4][CH2:5][CH2:6][CH2:7][CH2:8][CH2:9][CH2:10][CH:11]1[C:20]2[C:15](=[CH:16][C:17]([O:21]COC)=[CH:18][CH:19]=2)[O:14][CH2:13][C:12]1([C:26]1[CH:31]=[CH:30][C:29]([O:32]COC)=[CH:28][CH:27]=1)[CH3:25].[F:36][C:37]([F:49])([C:45]([F:48])([F:47])[F:46])[CH2:38][CH2:39][CH2:40][S:41](Cl)(=[O:43])=[O:42].C(N(CC)CC)C. Product: [OH:21][C:17]1[CH:16]=[C:15]2[C:20]([CH:11]([CH2:10][CH2:9][CH2:8][CH2:7][CH2:6][CH2:5][CH2:4][CH2:3][CH2:2][NH:1][S:41]([CH2:40][CH2:39][CH2:38][C:37]([F:36])([F:49])[C:45]([F:46])([F:47])[F:48])(=[O:43])=[O:42])[C:12]([C:26]3[CH:31]=[CH:30][C:29]([OH:32])=[CH:28][CH:27]=3)([CH3:25])[CH2:13][O:14]2)=[CH:19][CH:18]=1. (3) Reactant: C[O:2][C:3]([C:5]1[C:6]([C:24]2[CH:29]=[CH:28][C:27]([C:30](O)=[O:31])=[CH:26][CH:25]=2)=[CH:7][CH:8]=[C:9]([C:11]2[S:12][CH:13]=[C:14]([C:16]3[CH:21]=[CH:20][C:19]([Cl:22])=[C:18]([Cl:23])[CH:17]=3)[N:15]=2)[CH:10]=1)=[O:4].[CH3:33][N:34]([CH3:39])[CH2:35][CH2:36][CH2:37][NH2:38].C1COCC1.O.[OH-].[Li+]. Product: [Cl:23][C:18]1[CH:17]=[C:16]([C:14]2[N:15]=[C:11]([C:9]3[CH:10]=[C:5]([C:3]([OH:4])=[O:2])[C:6]([C:24]4[CH:29]=[CH:28][C:27]([C:30](=[O:31])[NH:38][CH2:37][CH2:36][CH2:35][N:34]([CH3:39])[CH3:33])=[CH:26][CH:25]=4)=[CH:7][CH:8]=3)[S:12][CH:13]=2)[CH:21]=[CH:20][C:19]=1[Cl:22]. The catalyst class is: 24. (4) Reactant: Cl.[F:2][C:3]1[CH:4]=[CH:5][C:6]([C:9]#[N:10])=[N:7][CH:8]=1.[Na+].[Cl-].Cl.C(N=C=NCCCN(C)C)C.[OH:25]N1C2C=CC=CC=2N=N1.Cl.[CH2:36]([O:38][C:39](=[O:47])[CH:40](N)[C:41]([O:43][CH2:44][CH3:45])=[O:42])[CH3:37]. Product: [CH2:36]([O:38][C:39](=[O:47])[CH:40]([NH:10][C:9]([C:6]1[CH:5]=[CH:4][C:3]([F:2])=[CH:8][N:7]=1)=[O:25])[C:41]([O:43][CH2:44][CH3:45])=[O:42])[CH3:37]. The catalyst class is: 288.